Dataset: Reaction yield outcomes from USPTO patents with 853,638 reactions. Task: Predict the reaction yield, written as a fraction of the theoretical maximum amount of product (1.0 means a 100% yield; for example, 0.34 means a 34% yield). (1) The reactants are [CH:1]1([NH2:8])[CH2:7][CH2:6][CH2:5][CH2:4][CH2:3][CH2:2]1.[CH2:9]1[CH2:15][S:12](=[O:14])(=[O:13])[O:11][CH2:10]1.[K+].[Br-]. The product is [CH:1]1([NH:8][CH2:10][CH2:9][CH2:15][S:12]([OH:14])(=[O:13])=[O:11])[CH2:7][CH2:6][CH2:5][CH2:4][CH2:3][CH2:2]1. The yield is 0.720. The catalyst is C1COCC1. (2) The reactants are [CH2:1]([S:3]([C:6]1[CH:7]=[C:8]([C:12]2[CH:17]=[C:16]([C:18]([F:21])([F:20])[F:19])[C:15]([CH3:22])=[C:14]([N+:23]([O-])=O)[C:13]=2[C:26]2[C:27]([F:33])=[N:28][CH:29]=[C:30]([CH3:32])[CH:31]=2)[CH:9]=[CH:10][CH:11]=1)(=[O:5])=[O:4])[CH3:2].CC(O)=O. The catalyst is [Fe].O. The product is [CH2:1]([S:3]([C:6]1[CH:7]=[C:8]([C:12]2[CH:17]=[C:16]([C:18]([F:19])([F:20])[F:21])[C:15]([CH3:22])=[C:14]([NH2:23])[C:13]=2[C:26]2[C:27]([F:33])=[N:28][CH:29]=[C:30]([CH3:32])[CH:31]=2)[CH:9]=[CH:10][CH:11]=1)(=[O:5])=[O:4])[CH3:2]. The yield is 0.830.